This data is from Reaction yield outcomes from USPTO patents with 853,638 reactions. The task is: Predict the reaction yield, written as a fraction of the theoretical maximum amount of product (1.0 means a 100% yield; for example, 0.34 means a 34% yield). The reactants are [CH2:1](Cl)Cl.[C:4](O)([C:6](F)(F)F)=[O:5].[OH2:11].[C:12]12[CH:35]=[C:33]3[N:34]=[C:30]([CH:31]=[CH:32]3)[CH:29]=[C:27]3[NH:28][C:24]([CH:25]=[CH:26]3)=C[C:21]3=[N:22][C:18]([CH:19]=[CH:20]3)=[CH:17][C:15]([NH:16]1)=[CH:14][CH:13]=2. No catalyst specified. The product is [CH:1]([C:35]1[C:12]2[NH:16][C:15]([CH:17]=[C:18]3[N:22]=[C:21]([C:6]([CH:4]=[O:5])=[C:24]4[NH:28][C:27](=[CH:29][C:30]5[CH:31]=[CH:32][C:33]=1[N:34]=5)[CH:26]=[CH:25]4)[CH:20]=[CH:19]3)=[CH:14][CH:13]=2)=[O:11]. The yield is 0.900.